This data is from Reaction yield outcomes from USPTO patents with 853,638 reactions. The task is: Predict the reaction yield, written as a fraction of the theoretical maximum amount of product (1.0 means a 100% yield; for example, 0.34 means a 34% yield). (1) The reactants are [NH2:1][C:2]1[S:3][CH:4]=[CH:5][C:6]=1[C:7]#[N:8].[S:9]1[CH:13]=[CH:12][CH:11]=[C:10]1[CH:14]=O.C(O)(C(F)(F)F)=O. The catalyst is C(O)(C)C. The yield is 0.700. The product is [S:9]1[CH:13]=[CH:12][CH:11]=[C:10]1[CH:14]=[N:1][C:2]1[S:3][CH:4]=[CH:5][C:6]=1[C:7]#[N:8]. (2) The reactants are [CH2:1]([O:3][C:4]([C:6]1[O:7][C:8]2[CH:15]=[CH:14][CH:13]=[C:12](OS(C(F)(F)F)(=O)=O)[C:9]=2[C:10]=1[CH3:11])=[O:5])[CH3:2].[CH3:24][N:25](C=O)C. The catalyst is [C-]#N.[C-]#N.[Zn+2].C1C=CC([P]([Pd]([P](C2C=CC=CC=2)(C2C=CC=CC=2)C2C=CC=CC=2)([P](C2C=CC=CC=2)(C2C=CC=CC=2)C2C=CC=CC=2)[P](C2C=CC=CC=2)(C2C=CC=CC=2)C2C=CC=CC=2)(C2C=CC=CC=2)C2C=CC=CC=2)=CC=1. The product is [CH2:1]([O:3][C:4]([C:6]1[O:7][C:8]2[CH:15]=[CH:14][CH:13]=[C:12]([C:24]#[N:25])[C:9]=2[C:10]=1[CH3:11])=[O:5])[CH3:2]. The yield is 0.800. (3) The reactants are F[C:2]1[CH:3]=[C:4]([CH3:11])[CH:5]=[CH:6][C:7]=1[N+:8]([O-:10])=[O:9].[CH3:12][C:13]1[CH:19]=[CH:18][C:16]([NH2:17])=[C:15]([O:20][CH2:21][CH2:22][CH:23]([CH3:25])[CH3:24])[CH:14]=1.[NH2:26][C:27]1[S:28][CH:29]=[CH:30][N:31]=1.CC(C)C[CH2:35][OH:36]. No catalyst specified. The product is [CH3:12][CH:13]([CH3:19])[CH2:14][CH2:15][O:20][C:2]1[CH:3]=[C:4]([CH3:11])[CH:5]=[CH:6][C:7]=1[N+:8]([O-:10])=[O:9].[CH3:12][C:13]1[CH:19]=[CH:18][C:16]([NH:17][C:35]([NH:26][C:27]2[S:28][CH:29]=[CH:30][N:31]=2)=[O:36])=[C:15]([O:20][CH2:21][CH2:22][CH:23]([CH3:25])[CH3:24])[CH:14]=1. The yield is 0.800. (4) The reactants are [C:1]1([N:7]2[NH:11][C:10](=[O:12])[C:9]([CH3:14])(C)[NH:8]2)[CH:6]=[CH:5][CH:4]=[CH:3][CH:2]=1.[F:15][C:16]1[CH:21]=[CH:20][CH:19]=[C:18]([F:22])[C:17]=1CC(=O)C(O)=O.OS(O)(=O)=O.[O:34]1CCOC[CH2:35]1. The catalyst is S(=O)(=O)(O)O. The product is [F:15][C:16]1[CH:21]=[CH:20][CH:19]=[C:18]([F:22])[C:17]=1[CH2:14][C:9]1[C:10](=[O:12])[NH:11][C:35](=[O:34])[N:7]([C:1]2[CH:2]=[CH:3][CH:4]=[CH:5][CH:6]=2)[N:8]=1. The yield is 0.320.